From a dataset of Full USPTO retrosynthesis dataset with 1.9M reactions from patents (1976-2016). Predict the reactants needed to synthesize the given product. (1) Given the product [CH3:15][C:13]1[CH:12]=[CH:11][C:3]([O:4][CH:5]2[CH2:10][CH2:9][CH2:8][CH2:7][O:6]2)=[C:2]([C:24]2[CH:25]=[CH:26][C:27]([O:28][CH2:29][C:30]3[CH:39]=[CH:38][C:37]4[C:32](=[CH:33][CH:34]=[CH:35][CH:36]=4)[N:31]=3)=[CH:40][CH:41]=2)[CH:14]=1, predict the reactants needed to synthesize it. The reactants are: Br[C:2]1[CH:14]=[C:13]([CH3:15])[CH:12]=[CH:11][C:3]=1[O:4][CH:5]1[CH2:10][CH2:9][CH2:8][CH2:7][O:6]1.CC1(C)C(C)(C)OB([C:24]2[CH:41]=[CH:40][C:27]([O:28][CH2:29][C:30]3[CH:39]=[CH:38][C:37]4[C:32](=[CH:33][CH:34]=[CH:35][CH:36]=4)[N:31]=3)=[CH:26][CH:25]=2)O1.C([O-])([O-])=O.[Cs+].[Cs+]. (2) Given the product [C:48]([O:47][C:45]([N:30]1[CH2:31][C@H:32]([CH2:33][CH2:34][C:35]2[C:44]3[C:39](=[CH:40][CH:41]=[CH:42][CH:43]=3)[CH:38]=[CH:37][CH:36]=2)[C@@H:28]([C:26]([OH:27])=[O:25])[CH2:29]1)=[O:46])([CH3:51])([CH3:49])[CH3:50], predict the reactants needed to synthesize it. The reactants are: C(OC(N1C[C@H](CCC2C=CC=CC=2)[C@@H](C(O)=O)C1)=O)(C)(C)C.C[O:25][C:26]([C@@H:28]1[C@@H:32]([CH2:33][CH2:34][C:35]2[C:44]3[C:39](=[CH:40][CH:41]=[CH:42][CH:43]=3)[CH:38]=[CH:37][CH:36]=2)[CH2:31][N:30]([C:45]([O:47][C:48]([CH3:51])([CH3:50])[CH3:49])=[O:46])[CH2:29]1)=[O:27]. (3) Given the product [C:31]([CH2:30][O:29][CH2:28][C@H:25]1[CH2:24][CH2:23][C:22]2[S:21][C:20]3[C:27](=[C:16]([O:15][CH:12]4[CH2:11][CH2:10][CH:9]([N:8]([CH3:34])[C:6](=[O:7])[O:5][C:1]([CH3:3])([CH3:4])[CH3:2])[CH2:14][CH2:13]4)[N:17]=[CH:18][N:19]=3)[C:26]1=2)(=[O:32])[NH2:41], predict the reactants needed to synthesize it. The reactants are: [C:1]([O:5][C:6]([N:8]([CH3:34])[CH:9]1[CH2:14][CH2:13][CH:12]([O:15][C:16]2[N:17]=[CH:18][N:19]=[C:20]3[C:27]=2[C:26]2[C@@H:25]([CH2:28][O:29][CH2:30][C:31](O)=[O:32])[CH2:24][CH2:23][C:22]=2[S:21]3)[CH2:11][CH2:10]1)=[O:7])([CH3:4])([CH3:3])[CH3:2].C1C=CC2N(O)N=[N:41]C=2C=1.CCN=C=NCCCN(C)C.[NH4+].[Cl-]. (4) Given the product [CH3:1][O:2][C:3]1[CH:8]=[CH:7][C:6]([S:9]([N:12]2[C@@H:17]([C:18]([OH:20])=[O:19])[CH:16]3[CH2:23][CH2:24][CH:13]2[CH2:14][CH2:15]3)(=[O:11])=[O:10])=[CH:5][CH:4]=1, predict the reactants needed to synthesize it. The reactants are: [CH3:1][O:2][C:3]1[CH:8]=[CH:7][C:6]([S:9]([N:12]2[C@@H:17]([C:18]([O:20]CC)=[O:19])[CH:16]3[CH2:23][CH2:24][CH:13]2[CH2:14][CH2:15]3)(=[O:11])=[O:10])=[CH:5][CH:4]=1.CO.[OH-].[Na+].Cl. (5) Given the product [CH3:46][S:47]([NH:1][C:2]1[CH:3]=[CH:4][C:5]2[O:9][C:8]([C:10]([NH:12][C:13]3[CH:18]=[CH:17][C:16]([C:19]4[CH:20]=[CH:21][C:22]([S:25]([NH:28][C@H:29]([C:33]([OH:35])=[O:34])[CH:30]([CH3:32])[CH3:31])(=[O:26])=[O:27])=[CH:23][CH:24]=4)=[CH:15][CH:14]=3)=[O:11])=[CH:7][C:6]=2[CH:36]=1)(=[O:49])=[O:48], predict the reactants needed to synthesize it. The reactants are: [NH2:1][C:2]1[CH:3]=[CH:4][C:5]2[O:9][C:8]([C:10]([NH:12][C:13]3[CH:18]=[CH:17][C:16]([C:19]4[CH:24]=[CH:23][C:22]([S:25]([NH:28][C@H:29]([C:33]([OH:35])=[O:34])[CH:30]([CH3:32])[CH3:31])(=[O:27])=[O:26])=[CH:21][CH:20]=4)=[CH:15][CH:14]=3)=[O:11])=[CH:7][C:6]=2[CH:36]=1.C(N(CC)C(C)C)(C)C.[CH3:46][S:47](Cl)(=[O:49])=[O:48]. (6) Given the product [CH2:11]([C:10]([C:3]1[CH:4]=[C:5]([O:8][CH3:9])[CH:6]=[CH:7][C:2]=1[NH:1][CH2:19][CH2:18][C:17]([NH:22][C:23](=[O:29])[O:24][C:25]([CH3:28])([CH3:27])[CH3:26])([CH3:21])[CH3:16])([OH:15])[CH2:13][CH3:14])[CH3:12], predict the reactants needed to synthesize it. The reactants are: [NH2:1][C:2]1[CH:7]=[CH:6][C:5]([O:8][CH3:9])=[CH:4][C:3]=1[C:10]([OH:15])([CH2:13][CH3:14])[CH2:11][CH3:12].[CH3:16][C:17]([NH:22][C:23](=[O:29])[O:24][C:25]([CH3:28])([CH3:27])[CH3:26])([CH3:21])[CH2:18][CH:19]=O. (7) Given the product [CH3:51][O:50][C:48](=[O:49])[CH2:47][N:41]([C:38]1[CH:37]=[CH:36][C:35]([S:32]([N:30]2[CH2:29][CH:28]([N:8]([CH2:1][C:2]3[CH:7]=[CH:6][CH:5]=[CH:4][CH:3]=3)[CH2:9][CH:10]([OH:27])[CH2:11][O:12][C:13]3[CH:14]=[CH:15][C:16]([O:19][CH2:20][C:21]4[CH:26]=[CH:25][CH:24]=[CH:23][CH:22]=4)=[CH:17][CH:18]=3)[CH2:31]2)(=[O:34])=[O:33])=[CH:40][CH:39]=1)[CH2:42][CH2:43][CH2:44][CH3:45], predict the reactants needed to synthesize it. The reactants are: [CH2:1]([N:8]([CH:28]1[CH2:31][N:30]([S:32]([C:35]2[CH:40]=[CH:39][C:38]([NH:41][CH2:42][CH2:43][CH2:44][CH3:45])=[CH:37][CH:36]=2)(=[O:34])=[O:33])[CH2:29]1)[CH2:9][CH:10]([OH:27])[CH2:11][O:12][C:13]1[CH:18]=[CH:17][C:16]([O:19][CH2:20][C:21]2[CH:26]=[CH:25][CH:24]=[CH:23][CH:22]=2)=[CH:15][CH:14]=1)[C:2]1[CH:7]=[CH:6][CH:5]=[CH:4][CH:3]=1.Br[CH2:47][C:48]([O:50][CH3:51])=[O:49].C(=O)([O-])[O-].[K+].[K+].